Task: Regression. Given two drug SMILES strings and cell line genomic features, predict the synergy score measuring deviation from expected non-interaction effect.. Dataset: NCI-60 drug combinations with 297,098 pairs across 59 cell lines (1) Cell line: SN12C. Synergy scores: CSS=67.6, Synergy_ZIP=19.9, Synergy_Bliss=18.7, Synergy_Loewe=-10.1, Synergy_HSA=19.9. Drug 2: CCCCCOC(=O)NC1=NC(=O)N(C=C1F)C2C(C(C(O2)C)O)O. Drug 1: CC1=C2C(C(=O)C3(C(CC4C(C3C(C(C2(C)C)(CC1OC(=O)C(C(C5=CC=CC=C5)NC(=O)OC(C)(C)C)O)O)OC(=O)C6=CC=CC=C6)(CO4)OC(=O)C)OC)C)OC. (2) Drug 1: C1=CC(=CC=C1CC(C(=O)O)N)N(CCCl)CCCl.Cl. Drug 2: COC1=NC(=NC2=C1N=CN2C3C(C(C(O3)CO)O)O)N. Cell line: NCI-H226. Synergy scores: CSS=2.65, Synergy_ZIP=1.11, Synergy_Bliss=4.21, Synergy_Loewe=-6.14, Synergy_HSA=2.39. (3) Drug 1: CC1=CC2C(CCC3(C2CCC3(C(=O)C)OC(=O)C)C)C4(C1=CC(=O)CC4)C. Drug 2: CC(C)CN1C=NC2=C1C3=CC=CC=C3N=C2N. Cell line: DU-145. Synergy scores: CSS=6.28, Synergy_ZIP=2.13, Synergy_Bliss=11.0, Synergy_Loewe=8.56, Synergy_HSA=6.08. (4) Drug 1: CCC1(CC2CC(C3=C(CCN(C2)C1)C4=CC=CC=C4N3)(C5=C(C=C6C(=C5)C78CCN9C7C(C=CC9)(C(C(C8N6C)(C(=O)OC)O)OC(=O)C)CC)OC)C(=O)OC)O.OS(=O)(=O)O. Drug 2: COC1=NC(=NC2=C1N=CN2C3C(C(C(O3)CO)O)O)N. Cell line: DU-145. Synergy scores: CSS=-0.0180, Synergy_ZIP=5.17, Synergy_Bliss=6.80, Synergy_Loewe=1.60, Synergy_HSA=0.839. (5) Drug 2: CC1CCCC2(C(O2)CC(NC(=O)CC(C(C(=O)C(C1O)C)(C)C)O)C(=CC3=CSC(=N3)C)C)C. Drug 1: CC1C(C(CC(O1)OC2CC(CC3=C2C(=C4C(=C3O)C(=O)C5=C(C4=O)C(=CC=C5)OC)O)(C(=O)C)O)N)O.Cl. Synergy scores: CSS=25.7, Synergy_ZIP=-3.35, Synergy_Bliss=1.15, Synergy_Loewe=-3.74, Synergy_HSA=-1.97. Cell line: HOP-62. (6) Drug 1: C1CC(=O)NC(=O)C1N2C(=O)C3=CC=CC=C3C2=O. Drug 2: N.N.Cl[Pt+2]Cl. Cell line: CAKI-1. Synergy scores: CSS=26.0, Synergy_ZIP=-9.05, Synergy_Bliss=-4.02, Synergy_Loewe=-9.12, Synergy_HSA=-2.25. (7) Cell line: EKVX. Drug 2: CC1OCC2C(O1)C(C(C(O2)OC3C4COC(=O)C4C(C5=CC6=C(C=C35)OCO6)C7=CC(=C(C(=C7)OC)O)OC)O)O. Drug 1: C1CC(=O)NC(=O)C1N2CC3=C(C2=O)C=CC=C3N. Synergy scores: CSS=34.9, Synergy_ZIP=6.10, Synergy_Bliss=5.38, Synergy_Loewe=-4.41, Synergy_HSA=7.82.